This data is from Peptide-MHC class II binding affinity with 134,281 pairs from IEDB. The task is: Regression. Given a peptide amino acid sequence and an MHC pseudo amino acid sequence, predict their binding affinity value. This is MHC class II binding data. (1) The peptide sequence is CGMFTNRSGSQQW. The MHC is HLA-DPA10103-DPB10401 with pseudo-sequence HLA-DPA10103-DPB10401. The binding affinity (normalized) is 0. (2) The peptide sequence is ITYVATATLPNYCRA. The MHC is DRB1_0101 with pseudo-sequence DRB1_0101. The binding affinity (normalized) is 0.721. (3) The peptide sequence is ACATAGTTVYGAFAA. The MHC is HLA-DQA10501-DQB10301 with pseudo-sequence HLA-DQA10501-DQB10301. The binding affinity (normalized) is 0.640. (4) The peptide sequence is AKAIITPVVFYRSGT. The MHC is DRB3_0101 with pseudo-sequence DRB3_0101. The binding affinity (normalized) is 0.342. (5) The peptide sequence is INEPTAAAINYGLDR. The MHC is HLA-DQA10501-DQB10301 with pseudo-sequence HLA-DQA10501-DQB10301. The binding affinity (normalized) is 0.639. (6) The peptide sequence is GELEFEEFVSLASRF. The MHC is HLA-DPA10301-DPB10402 with pseudo-sequence HLA-DPA10301-DPB10402. The binding affinity (normalized) is 0.594. (7) The peptide sequence is CLKDRMNFDIPEEIK. The MHC is DRB1_0401 with pseudo-sequence DRB1_0401. The binding affinity (normalized) is 0.0597. (8) The peptide sequence is GNIVAVDIKPKDSDE. The MHC is HLA-DPA10201-DPB10101 with pseudo-sequence HLA-DPA10201-DPB10101. The binding affinity (normalized) is 0.289. (9) The peptide sequence is DTFRKLFRVYSDFLR. The MHC is DRB1_0101 with pseudo-sequence DRB1_0101. The binding affinity (normalized) is 0.541. (10) The peptide sequence is GARYLEFEALGFLNE. The MHC is DRB1_1501 with pseudo-sequence DRB1_1501. The binding affinity (normalized) is 0.473.